The task is: Regression. Given a peptide amino acid sequence and an MHC pseudo amino acid sequence, predict their binding affinity value. This is MHC class II binding data.. This data is from Peptide-MHC class II binding affinity with 134,281 pairs from IEDB. The peptide sequence is QKKPDFILATDIAEM. The MHC is DRB1_1101 with pseudo-sequence DRB1_1101. The binding affinity (normalized) is 0.165.